This data is from Reaction yield outcomes from USPTO patents with 853,638 reactions. The task is: Predict the reaction yield, written as a fraction of the theoretical maximum amount of product (1.0 means a 100% yield; for example, 0.34 means a 34% yield). The reactants are [F:1][C:2]1[C:7]([NH:8][S:9]([CH2:12][CH2:13][CH3:14])(=[O:11])=[O:10])=[CH:6][CH:5]=[C:4]([F:15])[C:3]=1[NH:16][C:17]([C:19]1[CH:20]=[C:21]([C:41]#[C:42][CH2:43][OH:44])[CH:22]=[C:23]2[C:28]=1[N:27]=[CH:26][N:25]=[C:24]2[NH:29]CC1C=CC(OC)=CC=1OC)=[O:18]. The catalyst is C(O)(C(F)(F)F)=O. The product is [F:1][C:2]1[C:7]([NH:8][S:9]([CH2:12][CH2:13][CH3:14])(=[O:11])=[O:10])=[CH:6][CH:5]=[C:4]([F:15])[C:3]=1[NH:16][C:17]([C:19]1[CH:20]=[C:21]([C:41]#[C:42][CH2:43][OH:44])[CH:22]=[C:23]2[C:28]=1[N:27]=[CH:26][N:25]=[C:24]2[NH2:29])=[O:18]. The yield is 0.570.